From a dataset of Full USPTO retrosynthesis dataset with 1.9M reactions from patents (1976-2016). Predict the reactants needed to synthesize the given product. (1) Given the product [ClH:1].[Cl:1][C:2]1[C:10]([CH3:11])=[C:9]2[C:5]([C:6]([C:12]3[S:13][C:14]([C:20]4[CH:21]=[N:22][CH:23]=[CH:24][CH:25]=4)=[C:15]([CH:17]=[O:18])[N:16]=3)=[N:7][NH:8]2)=[CH:4][CH:3]=1, predict the reactants needed to synthesize it. The reactants are: [Cl:1][C:2]1[C:10]([CH3:11])=[C:9]2[C:5]([C:6]([C:12]3[S:13][C:14]([C:20]4[CH:21]=[N:22][CH:23]=[CH:24][CH:25]=4)=[C:15]([C:17](O)=[O:18])[N:16]=3)=[N:7][NH:8]2)=[CH:4][CH:3]=1.C(N(CC)CC)C.F[P-](F)(F)(F)(F)F.N1(OC(N(C)C)=[N+](C)C)C2N=CC=CC=2N=N1. (2) Given the product [Cl:1][C:2]1[CH:3]=[CH:4][C:5]([C:6]([NH:8][CH:9]([CH2:13][C:14]2[C:23]3[C:18](=[CH:19][CH:20]=[CH:21][CH:22]=3)[NH:17][C:16](=[O:24])[CH:15]=2)[C:10]([S:11][CH2:28][CH:29]2[O:33][CH2:32][CH2:31][O:30]2)=[O:12])=[O:7])=[CH:25][CH:26]=1, predict the reactants needed to synthesize it. The reactants are: [Cl:1][C:2]1[CH:26]=[CH:25][C:5]([C:6]([NH:8][CH:9]([CH2:13][C:14]2[C:23]3[C:18](=[CH:19][CH:20]=[CH:21][CH:22]=3)[NH:17][C:16](=[O:24])[CH:15]=2)[C:10]([OH:12])=[S:11])=[O:7])=[CH:4][CH:3]=1.Br[CH2:28][CH:29]1[O:33][CH2:32][CH2:31][O:30]1. (3) Given the product [F:1][C:2]([F:15])([F:14])[S:3]([O:6][C:17]1[CH2:18][N:19]([C:28]([O:30][C:31]([CH3:32])([CH3:33])[CH3:34])=[O:29])[CH2:20][CH2:21][C:22]=1[C:23]([O:25][CH2:26][CH3:27])=[O:24])(=[O:5])=[O:4], predict the reactants needed to synthesize it. The reactants are: [F:1][C:2]([F:15])([F:14])[S:3]([O:6]S(C(F)(F)F)(=O)=O)(=[O:5])=[O:4].O=[C:17]1[CH:22]([C:23]([O:25][CH2:26][CH3:27])=[O:24])[CH2:21][CH2:20][N:19]([C:28]([O:30][C:31]([CH3:34])([CH3:33])[CH3:32])=[O:29])[CH2:18]1.C(N(CC)C(C)C)(C)C.